From a dataset of Full USPTO retrosynthesis dataset with 1.9M reactions from patents (1976-2016). Predict the reactants needed to synthesize the given product. The reactants are: [H-].[Al+3].[Li+].[H-].[H-].[H-].[CH3:7][C:8]1[CH:9]=[CH:10][C:11]2[O:16][CH2:15][C:14](=O)[NH:13][C:12]=2[CH:18]=1.O.[OH-].[Na+]. Given the product [CH3:7][C:8]1[CH:9]=[CH:10][C:11]2[O:16][CH2:15][CH2:14][NH:13][C:12]=2[CH:18]=1, predict the reactants needed to synthesize it.